Dataset: Full USPTO retrosynthesis dataset with 1.9M reactions from patents (1976-2016). Task: Predict the reactants needed to synthesize the given product. Given the product [Cl:90][C:85]1[CH:86]=[CH:87][CH:88]=[CH:89][C:84]=1[NH:83][CH:80]1[CH2:81][CH2:82][N:77]([C:75](=[O:76])[CH2:74][NH:73][C:22]([C:19]2[CH:18]=[C:17]([C:12]3[CH:13]=[CH:14][CH:15]=[CH:16][C:11]=3[F:10])[O:37][N:20]=2)=[O:24])[CH2:78][CH2:79]1, predict the reactants needed to synthesize it. The reactants are: CCN(C(C)C)C(C)C.[F:10][C:11]1[CH:16]=[CH:15][CH:14]=[CH:13][C:12]=1[C:17]1N[N:20]=[C:19]([C:22]([OH:24])=O)[CH:18]=1.C1(C2NN=C(C(O)=[O:37])C=2)C=CC=CC=1.FC1C=CC=CC=1C(=O)C.C1C=CC2N(O)N=NC=2C=1.CCN=C=NCCCN(C)C.Cl.Cl.Cl.[NH2:73][CH2:74][C:75]([N:77]1[CH2:82][CH2:81][CH:80]([NH:83][C:84]2[CH:89]=[CH:88][CH:87]=[CH:86][C:85]=2[Cl:90])[CH2:79][CH2:78]1)=[O:76].